From a dataset of Full USPTO retrosynthesis dataset with 1.9M reactions from patents (1976-2016). Predict the reactants needed to synthesize the given product. (1) Given the product [CH3:75][N+:76]([CH3:79])=[CH:77][Cl:3].[Cl-:3].[CH:42]([C:44]1[S:48][C:47]([C:49]2[S:50][C:51]([C:54]3[S:55][CH:56]=[CH:57][C:58]=3[CH2:59][CH2:60][CH2:61][CH2:62][CH2:63][CH2:64][CH2:65][CH3:66])=[CH:52][CH:53]=2)=[C:46]([CH2:67][CH2:68][CH2:69][CH2:70][CH2:71][CH2:72][CH2:73][CH3:74])[CH:45]=1)=[O:43], predict the reactants needed to synthesize it. The reactants are: P(Cl)(Cl)([Cl:3])=O.C(C1C=CSC=1C1SC(C2SC=CC=2CCCCCCCC)=CC=1)CCCCCCC.C([O-])(=O)C.[Na+].[CH:42]([C:44]1[S:48][C:47]([C:49]2[S:50][C:51]([C:54]3[S:55][CH:56]=[CH:57][C:58]=3[CH2:59][CH2:60][CH2:61][CH2:62][CH2:63][CH2:64][CH2:65][CH3:66])=[CH:52][CH:53]=2)=[C:46]([CH2:67][CH2:68][CH2:69][CH2:70][CH2:71][CH2:72][CH2:73][CH3:74])[CH:45]=1)=[O:43].[CH3:75][N:76]([CH3:79])[CH:77]=O. (2) Given the product [F:1][C:2]1[CH:7]=[CH:6][C:5]([O:8][C:12]2[N:20]=[C:19]([NH:21][C:22]3[CH:23]=[C:24]([NH:28][S:29]([CH3:32])(=[O:30])=[O:31])[CH:25]=[CH:26][CH:27]=3)[N:18]=[C:17]3[C:13]=2[N:14]=[CH:15][NH:16]3)=[CH:4][CH:3]=1, predict the reactants needed to synthesize it. The reactants are: [F:1][C:2]1[CH:7]=[CH:6][C:5]([OH:8])=[CH:4][CH:3]=1.[H-].[Na+].Cl[C:12]1[N:20]=[C:19]([NH:21][C:22]2[CH:23]=[C:24]([NH:28][S:29]([CH3:32])(=[O:31])=[O:30])[CH:25]=[CH:26][CH:27]=2)[N:18]=[C:17]2[C:13]=1[N:14]=[CH:15][NH:16]2. (3) Given the product [CH2:6]([C@H:5]([NH:13][C:14]([C@@H:16]([NH:21][C:22](=[O:25])[O:23][CH3:24])[C:17]([CH3:19])([CH3:20])[CH3:18])=[O:15])[C@@H:4]([OH:26])[CH2:3][C@@H:2]([NH:1][C:37](=[O:38])[C@@H:36]([N:40]1[CH2:44][CH2:43][N:42]([CH2:45][C:46]2[C:47]([CH3:52])=[N:48][CH:49]=[CH:50][CH:51]=2)[C:41]1=[O:53])[CH:35]([CH3:34])[CH2:54][CH3:55])[CH2:27][C:28]1[CH:29]=[CH:30][CH:31]=[CH:32][CH:33]=1)[C:7]1[CH:12]=[CH:11][CH:10]=[CH:9][CH:8]=1, predict the reactants needed to synthesize it. The reactants are: [NH2:1][C@@H:2]([CH2:27][C:28]1[CH:33]=[CH:32][CH:31]=[CH:30][CH:29]=1)[CH2:3][C@H:4]([OH:26])[C@@H:5]([NH:13][C:14]([C@@H:16]([NH:21][C:22](=[O:25])[O:23][CH3:24])[C:17]([CH3:20])([CH3:19])[CH3:18])=[O:15])[CH2:6][C:7]1[CH:12]=[CH:11][CH:10]=[CH:9][CH:8]=1.[CH3:34][C@@H:35]([CH2:54][CH3:55])[C@H:36]([N:40]1[CH2:44][CH2:43][N:42]([CH2:45][C:46]2[C:47]([CH3:52])=[N:48][CH:49]=[CH:50][CH:51]=2)[C:41]1=[O:53])[C:37](O)=[O:38].CCN=C=NCCCN(C)C.C1C=CC2N(O)N=NC=2C=1.CN1CCOCC1. (4) Given the product [F:5][C:6]1[CH:7]=[C:8]([CH:38]=[CH:39][C:40]=1[F:41])[O:9][C:10]1([CH:33]([OH:34])[CH2:1][CH3:2])[CH2:15][CH2:14][CH2:13][N:12]2[C:16]([C:19]3[CH:24]=[CH:23][C:22]([C:25]4[O:29][C:28]([CH3:30])=[N:27][CH:26]=4)=[C:21]([O:31][CH3:32])[CH:20]=3)=[N:17][N:18]=[C:11]12, predict the reactants needed to synthesize it. The reactants are: [CH2:1]([Mg]Br)[CH3:2].[F:5][C:6]1[CH:7]=[C:8]([CH:38]=[CH:39][C:40]=1[F:41])[O:9][C:10]1([C:33](OCC)=[O:34])[CH2:15][CH2:14][CH2:13][N:12]2[C:16]([C:19]3[CH:24]=[CH:23][C:22]([C:25]4[O:29][C:28]([CH3:30])=[N:27][CH:26]=4)=[C:21]([O:31][CH3:32])[CH:20]=3)=[N:17][N:18]=[C:11]12.[Cl-].[NH4+]. (5) Given the product [I:11][C:12]1[CH:19]=[CH:18][C:15]([CH:16]=[N:10][C@@H:8]([CH3:9])[CH2:7][C:1]2[CH:6]=[CH:5][CH:4]=[CH:3][CH:2]=2)=[CH:14][CH:13]=1, predict the reactants needed to synthesize it. The reactants are: [C:1]1([CH2:7][C@@H:8]([NH2:10])[CH3:9])[CH:6]=[CH:5][CH:4]=[CH:3][CH:2]=1.[I:11][C:12]1[CH:19]=[CH:18][C:15]([CH:16]=O)=[CH:14][CH:13]=1.[O-]S([O-])(=O)=O.[Mg+2].